This data is from Peptide-MHC class II binding affinity with 134,281 pairs from IEDB. The task is: Regression. Given a peptide amino acid sequence and an MHC pseudo amino acid sequence, predict their binding affinity value. This is MHC class II binding data. The peptide sequence is GELQIVDKIDAAAKI. The MHC is DRB1_0701 with pseudo-sequence DRB1_0701. The binding affinity (normalized) is 0.563.